Dataset: Forward reaction prediction with 1.9M reactions from USPTO patents (1976-2016). Task: Predict the product of the given reaction. Given the reactants C([O:9][CH2:10][CH2:11][N:12]1[C:20]2[C:19](Cl)=[N:18][CH:17]=[N:16][C:15]=2[CH:14]=[CH:13]1)(=O)C1C=CC=CC=1.[CH:22]1([CH2:25][O:26][C:27]2[CH:28]=[C:29]([CH:39]=[CH:40][CH:41]=2)[O:30][C:31]2[CH:37]=[CH:36][C:34]([NH2:35])=[CH:33][C:32]=2[CH3:38])[CH2:24][CH2:23]1.[OH-].[Na+], predict the reaction product. The product is: [CH:22]1([CH2:25][O:26][C:27]2[CH:28]=[C:29]([CH:39]=[CH:40][CH:41]=2)[O:30][C:31]2[CH:37]=[CH:36][C:34]([NH:35][C:19]3[C:20]4[N:12]([CH2:11][CH2:10][OH:9])[CH:13]=[CH:14][C:15]=4[N:16]=[CH:17][N:18]=3)=[CH:33][C:32]=2[CH3:38])[CH2:24][CH2:23]1.